Predict the reactants needed to synthesize the given product. From a dataset of Full USPTO retrosynthesis dataset with 1.9M reactions from patents (1976-2016). (1) The reactants are: C1N2CN3[CH2:10][N:4](C2)CN1C3.[CH2:11]([O:18][C:19]1[CH:24]=[CH:23][C:22]([C:25](=[O:28])CBr)=[CH:21][CH:20]=1)[C:12]1[CH:17]=[CH:16][CH:15]=[CH:14][CH:13]=1.CCOCC.C(Cl)(Cl)[Cl:35]. Given the product [ClH:35].[NH2:4][CH2:10][C:25]([C:22]1[CH:23]=[CH:24][C:19]([O:18][CH2:11][C:12]2[CH:17]=[CH:16][CH:15]=[CH:14][CH:13]=2)=[CH:20][CH:21]=1)=[O:28], predict the reactants needed to synthesize it. (2) Given the product [F:15][C:12]1[CH:11]=[CH:10][C:9]([C:7]2[O:8][C:4]3[CH:3]=[C:2]([CH2:34][CH2:35][C:36]([O:38][CH3:39])=[O:37])[C:21]([O:22][CH:23]([CH3:25])[CH3:24])=[CH:20][C:5]=3[C:6]=2[C:16](=[O:17])[NH:18][CH3:19])=[CH:14][CH:13]=1, predict the reactants needed to synthesize it. The reactants are: Br[C:2]1[C:21]([O:22][CH:23]([CH3:25])[CH3:24])=[CH:20][C:5]2[C:6]([C:16]([NH:18][CH3:19])=[O:17])=[C:7]([C:9]3[CH:14]=[CH:13][C:12]([F:15])=[CH:11][CH:10]=3)[O:8][C:4]=2[CH:3]=1.CC1(C)C(C)(C)OB([CH2:34][CH2:35][C:36]([O:38][CH3:39])=[O:37])O1.C(=O)([O-])[O-].[Cs+].[Cs+]. (3) Given the product [CH3:38][O:24][CH2:23][C@@H:19]1[CH2:20][CH2:21][CH2:22][N:18]1[S:15]([C:7]1[CH:6]=[CH:5][C:4]2[N:3]3[CH2:27][C:28]4([CH2:34][CH2:33][CH2:32][CH2:31][CH2:30][CH2:29]4)[CH2:35][N:36]=[C:2]3[C:10](=[O:11])[C:9]=2[CH:8]=1)(=[O:17])=[O:16], predict the reactants needed to synthesize it. The reactants are: O=[C:2]1[C:10]2(OCC[O:11]2)[C:9]2[C:4](=[CH:5][CH:6]=[C:7]([S:15]([N:18]3[CH2:22][CH2:21][CH2:20][C@H:19]3[CH2:23][O:24]OC)(=[O:17])=[O:16])[CH:8]=2)[N:3]1[CH2:27][C:28]1([CH2:35][NH2:36])[CH2:34][CH2:33][CH2:32][CH2:31][CH2:30][CH2:29]1.N.[CH3:38]CO. (4) Given the product [NH2:8][C@H:9]1[C:18]2[C:13]3=[C:14]([C:19]4[N:20]([C:23]5[CH:24]=[C:25]([C:36]([OH:38])=[O:37])[CH:26]=[CH:27][C:28]=5[C:29]=4[CH:30]4[CH2:35][CH2:34][CH2:33][CH2:32][CH2:31]4)[CH2:21][CH2:22][N:12]3[CH2:11][CH2:10]1)[CH:15]=[CH:16][CH:17]=2, predict the reactants needed to synthesize it. The reactants are: C(OC([NH:8][C@H:9]1[C:18]2[C:13]3=[C:14]([C:19]4[N:20]([C:23]5[CH:24]=[C:25]([C:36]([OH:38])=[O:37])[CH:26]=[CH:27][C:28]=5[C:29]=4[CH:30]4[CH2:35][CH2:34][CH2:33][CH2:32][CH2:31]4)[CH2:21][CH2:22][N:12]3[CH2:11][CH2:10]1)[CH:15]=[CH:16][CH:17]=2)=O)(C)(C)C.Cl. (5) Given the product [Cl:22][C:19]1[CH:20]=[C:21]2[C:16](=[CH:17][CH:18]=1)[N:10]([CH2:11][C:12]([F:13])([F:14])[F:15])[C:8](=[O:9])[CH:7]=[C:6]2[OH:23], predict the reactants needed to synthesize it. The reactants are: C(O[C:6](=[O:23])[CH2:7][C:8]([N:10]([C:16]1[CH:21]=[CH:20][C:19]([Cl:22])=[CH:18][CH:17]=1)[CH2:11][C:12]([F:15])([F:14])[F:13])=[O:9])(C)(C)C.O=P12OP3(OP(OP(O3)(O1)=O)(=O)O2)=O. (6) Given the product [F:1][C:2]1[C:10]([OH:11])=[CH:9][CH:8]=[C:7]2[C:3]=1[CH:4]=[C:5]([CH3:13])[NH:6]2, predict the reactants needed to synthesize it. The reactants are: [F:1][C:2]1[C:10]([O:11]C)=[CH:9][CH:8]=[C:7]2[C:3]=1[CH:4]=[C:5]([CH3:13])[NH:6]2.B(Br)(Br)Br.